Dataset: Catalyst prediction with 721,799 reactions and 888 catalyst types from USPTO. Task: Predict which catalyst facilitates the given reaction. (1) Reactant: C1COCC1.[Si]([O:13][C@@H:14]1[CH2:18][CH2:17][N:16]([CH2:19][CH2:20][O:21][C:22]2[CH:27]=[CH:26][C:25]([N:28]3[CH:33]=[CH:32][C:31]([O:34][CH2:35][C:36]4[CH:41]=[CH:40][C:39]([Cl:42])=[CH:38][N:37]=4)=[CH:30][C:29]3=[O:43])=[CH:24][CH:23]=2)[CH2:15]1)(C(C)(C)C)(C)C. Product: [Cl:42][C:39]1[CH:40]=[CH:41][C:36]([CH2:35][O:34][C:31]2[CH:32]=[CH:33][N:28]([C:25]3[CH:24]=[CH:23][C:22]([O:21][CH2:20][CH2:19][N:16]4[CH2:17][CH2:18][C@@H:14]([OH:13])[CH2:15]4)=[CH:27][CH:26]=3)[C:29](=[O:43])[CH:30]=2)=[N:37][CH:38]=1. The catalyst class is: 22. (2) Reactant: [OH:1][C:2]1[CH:9]=[CH:8][CH:7]=[CH:6][C:3]=1[CH:4]=[O:5].C([O-])([O-])=O.[K+].[K+].[CH3:16][O:17][C:18]1[CH:25]=[CH:24][C:21]([CH2:22]Cl)=[CH:20][CH:19]=1. Product: [CH3:16][O:17][C:18]1[CH:25]=[CH:24][C:21]([CH2:22][O:1][C:2]2[CH:9]=[CH:8][CH:7]=[CH:6][C:3]=2[CH:4]=[O:5])=[CH:20][CH:19]=1. The catalyst class is: 3.